Dataset: Peptide-MHC class II binding affinity with 134,281 pairs from IEDB. Task: Regression. Given a peptide amino acid sequence and an MHC pseudo amino acid sequence, predict their binding affinity value. This is MHC class II binding data. (1) The peptide sequence is AFILDGDNLFNKV. The MHC is HLA-DQA10501-DQB10201 with pseudo-sequence HLA-DQA10501-DQB10201. The binding affinity (normalized) is 0.459. (2) The peptide sequence is DGQGKAVWGKNSCAK. The MHC is DRB1_1302 with pseudo-sequence DRB1_1302. The binding affinity (normalized) is 0.143. (3) The peptide sequence is KAIKESTGGAYDTYK. The MHC is HLA-DQA10501-DQB10301 with pseudo-sequence HLA-DQA10501-DQB10301. The binding affinity (normalized) is 0.583.